From a dataset of Forward reaction prediction with 1.9M reactions from USPTO patents (1976-2016). Predict the product of the given reaction. (1) Given the reactants [CH:1]1([O:7][C:8]([NH:10][C@H:11]([C@@H:15]([OH:17])[CH3:16])[C:12]([OH:14])=O)=[O:9])[CH2:6][CH2:5][CH2:4][CH2:3][CH2:2]1.CCN(CC)CC.CN(C(ON1N=NC2C=CC=CC1=2)=[N+](C)C)C.[B-](F)(F)(F)F, predict the reaction product. The product is: [CH:1]1([O:7][C:8](=[O:9])[NH:10][C@H:11]2[C:12](=[O:14])[O:17][C@H:15]2[CH3:16])[CH2:2][CH2:3][CH2:4][CH2:5][CH2:6]1. (2) Given the reactants [CH:1]([N-]C(C)C)([CH3:3])[CH3:2].[Li+].CN1C(=O)N(C)CCC1.[CH:18]1([C:28]([O:30][CH3:31])=[O:29])[CH2:23][CH2:22][CH2:21][CH:20]([C:24]([O:26][CH3:27])=[O:25])[CH2:19]1.BrCC[Cl:35], predict the reaction product. The product is: [Cl:35][CH2:2][CH2:1][CH2:3][C:20]1([C:24]([O:26][CH3:27])=[O:25])[CH2:21][CH2:22][CH2:23][CH:18]([C:28]([O:30][CH3:31])=[O:29])[CH2:19]1. (3) Given the reactants Cl[C:2]1[C:3]([C:26]2[C:34]3[C:29](=[CH:30][CH:31]=[CH:32][CH:33]=3)[N:28]([CH3:35])[CH:27]=2)=[N:4][C:5]([NH:8][C:9]2[C:14]([O:15][CH3:16])=[CH:13][C:12]([N:17]3[CH2:21][CH2:20][C@@H:19]([N:22]([CH3:24])[CH3:23])[CH2:18]3)=[C:11]([NH2:25])[CH:10]=2)=[N:6][CH:7]=1.C1(P(C2CCCCC2)C2C=CC=CC=2C2C(C(C)C)=CC(C(C)C)=CC=2C(C)C)CCCCC1.[C:70]([Zn]C#N)#[N:71].CC(N(C)C)=O, predict the reaction product. The product is: [NH2:25][C:11]1[C:12]([N:17]2[CH2:21][CH2:20][C@@H:19]([N:22]([CH3:23])[CH3:24])[CH2:18]2)=[CH:13][C:14]([O:15][CH3:16])=[C:9]([NH:8][C:5]2[N:4]=[C:3]([C:26]3[C:34]4[C:29](=[CH:30][CH:31]=[CH:32][CH:33]=4)[N:28]([CH3:35])[CH:27]=3)[C:2]([C:70]#[N:71])=[CH:7][N:6]=2)[CH:10]=1. (4) Given the reactants C(OC([N:8]1[CH2:13][CH2:12][N:11]([CH:14]([C:21]2[CH:26]=[CH:25][CH:24]=[CH:23][CH:22]=2)[C:15]2[CH:20]=[CH:19][CH:18]=[CH:17][CH:16]=2)[CH2:10][CH2:9]1)=O)(C)(C)C.C(OCC)(=O)C, predict the reaction product. The product is: [CH:14]([N:11]1[CH2:12][CH2:13][NH:8][CH2:9][CH2:10]1)([C:21]1[CH:26]=[CH:25][CH:24]=[CH:23][CH:22]=1)[C:15]1[CH:20]=[CH:19][CH:18]=[CH:17][CH:16]=1.